This data is from Catalyst prediction with 721,799 reactions and 888 catalyst types from USPTO. The task is: Predict which catalyst facilitates the given reaction. Reactant: Cl.C([O:6][C:7](=O)[NH:8][CH2:9][CH2:10][C:11]([NH2:14])([CH3:13])[CH3:12])(C)(C)C.CC([O-])(C)C.[K+]. Product: [CH3:12][C:11]1([CH3:13])[CH2:10][CH2:9][NH:8][C:7](=[O:6])[NH:14]1. The catalyst class is: 1.